This data is from Full USPTO retrosynthesis dataset with 1.9M reactions from patents (1976-2016). The task is: Predict the reactants needed to synthesize the given product. Given the product [Cl:1][C:2]1[N:11]=[CH:10][C:9]2[C:4](=[CH:5][CH:6]=[C:7]([O:13][C:14]3[CH:19]=[CH:18][C:17]([F:20])=[CH:16][C:15]=3[F:21])[CH:8]=2)[N:3]=1, predict the reactants needed to synthesize it. The reactants are: [Cl:1][C:2]1[N:11]=[C:10](N)[C:9]2[C:4](=[CH:5][CH:6]=[C:7]([O:13][C:14]3[CH:19]=[CH:18][C:17]([F:20])=[CH:16][C:15]=3[F:21])[CH:8]=2)[N:3]=1.N(OC(C)(C)C)=O.O.